From a dataset of Catalyst prediction with 721,799 reactions and 888 catalyst types from USPTO. Predict which catalyst facilitates the given reaction. (1) Reactant: [I:1][C:2]1[CH:15]=[CH:14][C:5]([C:6]([O:8]OC(C)(C)C)=O)=[CH:4][C:3]=1[O:16][CH3:17].C([N:20](C(C)C)C(C)C)C.CN(C(ON1N=NC2C=CC=CC1=2)=[N+](C)C)C.[B-](F)(F)(F)F.[CH3:49][N:50]1[CH2:55][CH2:54][CH:53](N)[CH2:52][CH2:51]1. Product: [I:1][C:2]1[CH:15]=[CH:14][C:5]([C:6]([NH:20][CH:51]2[CH2:52][CH2:53][CH2:54][CH2:55][N:50]2[CH3:49])=[O:8])=[CH:4][C:3]=1[O:16][CH3:17]. The catalyst class is: 35. (2) Reactant: [C:1]([O:5][C:6]([NH:8][C@H:9]([CH2:30][O:31][C:32]1[CH:37]=[CH:36][C:35]([C:38]#[N:39])=[CH:34][CH:33]=1)[CH2:10][N:11]1[CH2:18][CH:17]2[O:19][CH:13]([CH2:14][N:15](C(OCC3C=CC=CC=3)=O)[CH2:16]2)[CH2:12]1)=[O:7])([CH3:4])([CH3:3])[CH3:2].[H][H]. Product: [C:38]([C:35]1[CH:34]=[CH:33][C:32]([O:31][CH2:30][C@@H:9]([NH:8][C:6](=[O:7])[O:5][C:1]([CH3:3])([CH3:4])[CH3:2])[CH2:10][N:11]2[CH2:18][CH:17]3[O:19][CH:13]([CH2:14][NH:15][CH2:16]3)[CH2:12]2)=[CH:37][CH:36]=1)#[N:39]. The catalyst class is: 29. (3) Reactant: [N:1]1[CH:10]=[CH:9][CH:8]=[C:7]2[C:2]=1[C:3]1[CH:14]=[CH:13][CH:12]=[CH:11][C:4]=1[CH:5]=[N:6]2.C[Li].Cl[C:18]1C(=O)C(C#N)=C(C#N)C(=O)C=1Cl. Product: [CH3:18][C:5]1[C:4]2[CH:11]=[CH:12][CH:13]=[CH:14][C:3]=2[C:2]2[C:7](=[CH:8][CH:9]=[CH:10][N:1]=2)[N:6]=1. The catalyst class is: 7. (4) Reactant: [N:1]1([CH:7]2[CH2:12][CH2:11][C:10](=[O:13])[CH2:9][CH2:8]2)[CH2:6][CH2:5][O:4][CH2:3][CH2:2]1.C[Si]([N-][Si](C)(C)C)(C)C.[Li+].C1C=CC(N([S:31]([C:34]([F:37])([F:36])[F:35])(=[O:33])=[O:32])[S:31]([C:34]([F:37])([F:36])[F:35])(=[O:33])=[O:32])=CC=1. Product: [N:1]1([CH:7]2[CH2:8][CH2:9][C:10]([O:13][S:31]([C:34]([F:37])([F:36])[F:35])(=[O:33])=[O:32])=[CH:11][CH2:12]2)[CH2:2][CH2:3][O:4][CH2:5][CH2:6]1. The catalyst class is: 7. (5) Reactant: [Cl-].[Al+3].[Cl-].[Cl-].[C:5]([N:8]1[CH2:14][CH2:13][C:12]2[CH:15]=[CH:16][CH:17]=[CH:18][C:11]=2[CH2:10][CH2:9]1)(=[O:7])[CH3:6].[Cl:19][CH2:20][CH2:21][CH2:22][C:23](Cl)=[O:24]. Product: [C:5]([N:8]1[CH2:14][CH2:13][C:12]2[CH:15]=[CH:16][C:17]([C:23](=[O:24])[CH2:22][CH2:21][CH2:20][Cl:19])=[CH:18][C:11]=2[CH2:10][CH2:9]1)(=[O:7])[CH3:6]. The catalyst class is: 463. (6) Reactant: [F:1][C:2]([F:10])([F:9])[C:3](=O)[CH2:4][C:5](=O)[CH3:6].S(O)(O)(=O)=O.[CH3:16][S:17][C:18](=[NH:20])[NH2:19].[CH3:16][S:17][C:18](=[NH:20])[NH2:19]. Product: [CH3:6][C:5]1[CH:4]=[C:3]([C:2]([F:10])([F:9])[F:1])[N:20]=[C:18]([S:17][CH3:16])[N:19]=1. The catalyst class is: 228.